This data is from Catalyst prediction with 721,799 reactions and 888 catalyst types from USPTO. The task is: Predict which catalyst facilitates the given reaction. (1) Reactant: [NH2:1][C:2]1[C:3]2[C:11]([CH3:12])=[C:10]([CH3:13])[S:9][C:4]=2[NH:5][C:6](=[S:8])[N:7]=1.CCN(CC)CC.Cl[C:22]([O:24][CH2:25][CH3:26])=[O:23]. Product: [CH3:12][C:11]1[C:3]2[C:2]([NH:1][C:22](=[O:23])[O:24][CH2:25][CH3:26])=[N:7][C:6](=[S:8])[NH:5][C:4]=2[S:9][C:10]=1[CH3:13]. The catalyst class is: 31. (2) Reactant: [Cl:1][C:2]1[CH:10]=[C:9]([C:11]([NH:13][C@H:14]([C:16]2[NH:20][C:19]3[CH:21]=[CH:22][C:23]([Cl:25])=[CH:24][C:18]=3[N:17]=2)[CH3:15])=[O:12])[CH:8]=[CH:7][C:3]=1[C:4]([OH:6])=O.CN(C(ON1N=NC2C=CC=CC1=2)=[N+](C)C)C.[B-](F)(F)(F)F.C(N(C(C)C)CC)(C)C.[N:57]1([CH2:62][C@H:63]2[CH2:67][CH2:66][CH2:65][NH:64]2)[CH2:61][CH2:60][CH2:59][CH2:58]1.ClCl. Product: [Cl:1][C:2]1[CH:10]=[C:9]([CH:8]=[CH:7][C:3]=1[C:4]([N:64]1[CH2:65][CH2:66][CH2:67][C@@H:63]1[CH2:62][N:57]1[CH2:61][CH2:60][CH2:59][CH2:58]1)=[O:6])[C:11]([NH:13][C@H:14]([C:16]1[NH:20][C:19]2[CH:21]=[CH:22][C:23]([Cl:25])=[CH:24][C:18]=2[N:17]=1)[CH3:15])=[O:12]. The catalyst class is: 7.